This data is from Catalyst prediction with 721,799 reactions and 888 catalyst types from USPTO. The task is: Predict which catalyst facilitates the given reaction. (1) Reactant: [OH-].[Na+].[CH:3]1([C:6]2[C:32]([CH:33]3[CH2:35][CH2:34]3)=[CH:31][C:9]([CH2:10][N:11]3[CH2:14][C:13]4([CH2:18][C:17]([N:19]5[CH2:24][CH2:23][C:22]([CH3:30])([C:25]([O:27]CC)=[O:26])[CH2:21][CH2:20]5)=[N:16][O:15]4)[CH2:12]3)=[C:8]([O:36][CH:37]([CH3:39])[CH3:38])[C:7]=2[F:40])[CH2:5][CH2:4]1. Product: [CH:3]1([C:6]2[C:32]([CH:33]3[CH2:34][CH2:35]3)=[CH:31][C:9]([CH2:10][N:11]3[CH2:12][C:13]4([CH2:18][C:17]([N:19]5[CH2:24][CH2:23][C:22]([CH3:30])([C:25]([OH:27])=[O:26])[CH2:21][CH2:20]5)=[N:16][O:15]4)[CH2:14]3)=[C:8]([O:36][CH:37]([CH3:38])[CH3:39])[C:7]=2[F:40])[CH2:5][CH2:4]1. The catalyst class is: 8. (2) Product: [CH:43]([N:26]([CH2:25][C@H:10]1[C@H:11]([N:13]([CH3:24])[S:14]([CH2:17][C:18]2[CH:19]=[CH:20][CH:21]=[CH:22][CH:23]=2)(=[O:16])=[O:15])[CH2:12][NH:8][CH2:9]1)[C:27](=[O:42])[C:28]1[CH:33]=[CH:32][C:31]([O:34][CH3:35])=[C:30]([O:36][CH2:37][CH2:38][CH2:39][O:40][CH3:41])[CH:29]=1)([CH3:45])[CH3:44]. The catalyst class is: 2. Reactant: C(OC([N:8]1[CH2:12][C@@H:11]([N:13]([CH3:24])[S:14]([CH2:17][C:18]2[CH:23]=[CH:22][CH:21]=[CH:20][CH:19]=2)(=[O:16])=[O:15])[C@H:10]([CH2:25][N:26]([CH:43]([CH3:45])[CH3:44])[C:27](=[O:42])[C:28]2[CH:33]=[CH:32][C:31]([O:34][CH3:35])=[C:30]([O:36][CH2:37][CH2:38][CH2:39][O:40][CH3:41])[CH:29]=2)[CH2:9]1)=O)(C)(C)C.C(O)(C(F)(F)F)=O.C([O-])(O)=O.[Na+].